This data is from Forward reaction prediction with 1.9M reactions from USPTO patents (1976-2016). The task is: Predict the product of the given reaction. (1) Given the reactants C(O[C:6]([N:8](C)[C@H:9]([C:11]([NH:13][C@@H:14]([CH:30]1[CH2:35][CH2:34][CH2:33][CH2:32][CH2:31]1)[C:15]([N:17]1[C@H:22]([C:23](OC)=[O:24])[CH2:21][N:20]2[CH2:27][CH2:28][CH2:29][C@@H:19]2[CH2:18]1)=[O:16])=[O:12])[CH3:10])=O)(C)(C)C.O.[OH-].[Li+].Cl.Cl.[CH:42]1[C:54]2[CH:53]([NH2:55])[C:52]3[C:47](=[CH:48][CH:49]=[CH:50][CH:51]=3)[C:46]=2[CH:45]=[CH:44][CH:43]=1.Cl.C(N=C=NCCCN(C)C)C.ON1C2C=CC=CC=2N=N1.C(OCC)(=O)C.Cl.C(=O)([O-])O.[Na+], predict the reaction product. The product is: [CH:30]1([C@H:14]([NH:13][C:11](=[O:12])[C@H:9]([CH3:10])[NH:8][CH3:6])[C:15]([N:17]2[C@H:22]([C:23]([NH:55][CH:53]3[C:54]4[CH:42]=[CH:43][CH:44]=[CH:45][C:46]=4[C:47]4[C:52]3=[CH:51][CH:50]=[CH:49][CH:48]=4)=[O:24])[CH2:21][N:20]3[CH2:27][CH2:28][CH2:29][C@@H:19]3[CH2:18]2)=[O:16])[CH2:35][CH2:34][CH2:33][CH2:32][CH2:31]1. (2) Given the reactants [CH3:1][C:2]1[S:3][CH:4]=[CH:5][C:6]=1Br.[F:8][C:9]([F:21])([F:20])[O:10][C:11]1[CH:16]=[CH:15][C:14](B(O)O)=[CH:13][CH:12]=1.C([O-])([O-])=O.[K+].[K+].C(O)CO, predict the reaction product. The product is: [CH3:1][C:2]1[S:3][CH:4]=[CH:5][C:6]=1[C:14]1[CH:13]=[CH:12][C:11]([O:10][C:9]([F:8])([F:20])[F:21])=[CH:16][CH:15]=1.